This data is from Full USPTO retrosynthesis dataset with 1.9M reactions from patents (1976-2016). The task is: Predict the reactants needed to synthesize the given product. (1) Given the product [F:1][C:2]1[C:7]([CH:8]2[CH2:9][CH2:10][N:11]([CH2:24][CH2:25][O:26][CH3:27])[CH2:12][CH2:13]2)=[CH:6][CH:5]=[CH:4][C:3]=1[C:14](=[O:16])[CH3:15], predict the reactants needed to synthesize it. The reactants are: [F:1][C:2]1[C:7]([CH:8]2[CH2:13][CH2:12][NH:11][CH2:10][CH2:9]2)=[CH:6][CH:5]=[CH:4][C:3]=1[C:14](=[O:16])[CH3:15].C(=O)([O-])[O-].[K+].[K+].Br[CH2:24][CH2:25][O:26][CH3:27]. (2) Given the product [CH:1]1([N:5]2[CH2:11][CH2:10][C:9]3[S:12][C:13]([C:15]4[CH:16]=[CH:17][C:18]([C:19]([OH:21])=[O:20])=[CH:23][CH:24]=4)=[N:14][C:8]=3[CH2:7][CH2:6]2)[CH2:4][CH2:3][CH2:2]1, predict the reactants needed to synthesize it. The reactants are: [CH:1]1([N:5]2[CH2:11][CH2:10][C:9]3[S:12][C:13]([C:15]4[CH:24]=[CH:23][C:18]([C:19]([O:21]C)=[O:20])=[CH:17][CH:16]=4)=[N:14][C:8]=3[CH2:7][CH2:6]2)[CH2:4][CH2:3][CH2:2]1.[OH-].[Na+]. (3) Given the product [CH3:9][O:8][C:5]1[CH:6]=[CH:7][C:2]([CH:26]([C:24]2[S:25][C:21]([C:15]3[CH:16]=[CH:17][CH:18]=[CH:19][CH:20]=3)=[CH:22][CH:23]=2)[OH:27])=[CH:3][CH:4]=1, predict the reactants needed to synthesize it. The reactants are: Br[C:2]1[CH:7]=[CH:6][C:5]([O:8][CH3:9])=[CH:4][CH:3]=1.[Li]CCCC.[C:15]1([C:21]2[S:25][C:24]([CH:26]=[O:27])=[CH:23][CH:22]=2)[CH:20]=[CH:19][CH:18]=[CH:17][CH:16]=1. (4) Given the product [C:1]([O:5][C:6]([N:8]1[CH2:12][C:11]([F:13])([F:14])[CH2:10][C@H:9]1[C:15](=[O:17])[NH:43][CH2:44][C:45]([C:47]1[CH:52]=[CH:51][C:50]([Br:53])=[CH:49][CH:48]=1)=[O:46])=[O:7])([CH3:2])([CH3:3])[CH3:4], predict the reactants needed to synthesize it. The reactants are: [C:1]([O:5][C:6]([N:8]1[CH2:12][C:11]([F:14])([F:13])[CH2:10][C@H:9]1[C:15]([OH:17])=O)=[O:7])([CH3:4])([CH3:3])[CH3:2].CN(C(ON1N=NC2C=CC=NC1=2)=[N+](C)C)C.F[P-](F)(F)(F)(F)F.Cl.[NH2:43][CH2:44][C:45]([C:47]1[CH:52]=[CH:51][C:50]([Br:53])=[CH:49][CH:48]=1)=[O:46].CCN(C(C)C)C(C)C.